This data is from Reaction yield outcomes from USPTO patents with 853,638 reactions. The task is: Predict the reaction yield, written as a fraction of the theoretical maximum amount of product (1.0 means a 100% yield; for example, 0.34 means a 34% yield). The reactants are Cl[C:2]1[N:7]=[C:6]([C:8]2[S:12][C:11]([N:13]([CH2:18]C)[CH2:14][CH2:15][O:16][CH3:17])=[N:10][C:9]=2[C:20]2[C:21]([F:36])=[C:22]([NH:26][S:27]([CH:30]3[CH2:35][CH2:34][CH2:33][CH2:32][CH2:31]3)(=[O:29])=[O:28])[CH:23]=[CH:24][CH:25]=2)[CH:5]=[CH:4][N:3]=1.[NH4+:37].[OH-]. The catalyst is O.Cl.C(Cl)Cl. The product is [NH2:37][C:2]1[N:7]=[C:6]([C:8]2[S:12][C:11]([N:13]3[CH2:18][CH2:17][O:16][CH2:15][CH2:14]3)=[N:10][C:9]=2[C:20]2[C:21]([F:36])=[C:22]([NH:26][S:27]([CH:30]3[CH2:35][CH2:34][CH2:33][CH2:32][CH2:31]3)(=[O:28])=[O:29])[CH:23]=[CH:24][CH:25]=2)[CH:5]=[CH:4][N:3]=1. The yield is 0.410.